This data is from Forward reaction prediction with 1.9M reactions from USPTO patents (1976-2016). The task is: Predict the product of the given reaction. (1) Given the reactants C1(P(C2CCCCC2)C2C=CC=CC=2C2C=CC=CC=2N(C)C)CCCCC1.CC(C)([O-])C.[K+].Br[C:36]1[CH:41]=[C:40]([CH3:42])[C:39]([NH:43][C:44](=[O:50])[CH2:45][C:46]([CH3:49])([CH3:48])[CH3:47])=[C:38]([CH3:51])[CH:37]=1.[F:52][C:53]([F:65])([F:64])[C:54]1[CH:55]=[N:56][C:57]2[CH2:58][CH2:59][NH:60][CH2:61][C:62]=2[CH:63]=1, predict the reaction product. The product is: [CH3:42][C:40]1[CH:41]=[C:36]([N:60]2[CH2:59][CH2:58][C:57]3[N:56]=[CH:55][C:54]([C:53]([F:52])([F:64])[F:65])=[CH:63][C:62]=3[CH2:61]2)[CH:37]=[C:38]([CH3:51])[C:39]=1[NH:43][C:44](=[O:50])[CH2:45][C:46]([CH3:49])([CH3:48])[CH3:47]. (2) Given the reactants [Cl:1][C:2]1[C:7]([O:8][CH3:9])=[C:6](Cl)[N:5]=[CH:4][N:3]=1.[CH3:11][O-:12].[Na+], predict the reaction product. The product is: [Cl:1][C:2]1[C:7]([O:8][CH3:9])=[C:6]([O:12][CH3:11])[N:5]=[CH:4][N:3]=1. (3) Given the reactants Br[C:2]1[CH:3]=[CH:4][C:5]2[N:9]=[CH:8][N:7]([C:10]3[CH:15]=[CH:14][C:13]([F:16])=[CH:12][C:11]=3[F:17])[C:6]=2[CH:18]=1.[F:19][C:20]([F:36])([F:35])[C:21]1[CH:26]=[CH:25][C:24]([N:27]2[C:31](B(O)O)=[CH:30][CH:29]=[N:28]2)=[CH:23][CH:22]=1, predict the reaction product. The product is: [F:17][C:11]1[CH:12]=[C:13]([F:16])[CH:14]=[CH:15][C:10]=1[N:7]1[C:6]2[CH:18]=[C:2]([C:31]3[N:27]([C:24]4[CH:23]=[CH:22][C:21]([C:20]([F:19])([F:35])[F:36])=[CH:26][CH:25]=4)[N:28]=[CH:29][CH:30]=3)[CH:3]=[CH:4][C:5]=2[N:9]=[CH:8]1.